This data is from Full USPTO retrosynthesis dataset with 1.9M reactions from patents (1976-2016). The task is: Predict the reactants needed to synthesize the given product. (1) Given the product [Cl:7][C:8]1[N:25]=[CH:24][CH:23]=[C:22]([C:2]#[C:1][Si:3]([CH3:6])([CH3:5])[CH3:4])[C:9]=1[C:10]([NH:12][CH2:13][C:14]1[CH:19]=[CH:18][C:17]([F:20])=[C:16]([F:21])[CH:15]=1)=[O:11], predict the reactants needed to synthesize it. The reactants are: [C:1]([Si:3]([CH3:6])([CH3:5])[CH3:4])#[CH:2].[Cl:7][C:8]1[N:25]=[CH:24][CH:23]=[C:22](I)[C:9]=1[C:10]([NH:12][CH2:13][C:14]1[CH:19]=[CH:18][C:17]([F:20])=[C:16]([F:21])[CH:15]=1)=[O:11]. (2) Given the product [C:1]([O:5][C:6](=[O:21])[CH2:7][O:8][C:9]1[C:14]2[CH2:15][CH2:16][CH2:17][CH2:18][CH:19]([NH:20][S:28]([C:25]3[CH:24]=[CH:23][C:22]([C:32]4[CH:37]=[CH:36][CH:35]=[CH:34][CH:33]=4)=[CH:27][CH:26]=3)(=[O:30])=[O:29])[C:13]=2[CH:12]=[CH:11][CH:10]=1)([CH3:4])([CH3:2])[CH3:3], predict the reactants needed to synthesize it. The reactants are: [C:1]([O:5][C:6](=[O:21])[CH2:7][O:8][C:9]1[C:14]2[CH2:15][CH2:16][CH2:17][CH2:18][CH:19]([NH2:20])[C:13]=2[CH:12]=[CH:11][CH:10]=1)([CH3:4])([CH3:3])[CH3:2].[C:22]1([C:32]2[CH:37]=[CH:36][CH:35]=[CH:34][CH:33]=2)[CH:27]=[CH:26][C:25]([S:28](Cl)(=[O:30])=[O:29])=[CH:24][CH:23]=1.C(N(C(C)C)CC)(C)C. (3) The reactants are: [CH2:1]([O:3][C:4]1[CH:9]=[CH:8][C:7]([C:10](=[O:16])[CH2:11][CH2:12][C:13]([OH:15])=O)=[CH:6][CH:5]=1)[CH3:2].[C:17]1([C:23]2[C:32]3[C:27](=[CH:28][CH:29]=[CH:30][CH:31]=3)[N:26]=[C:25]([NH2:33])[CH:24]=2)[CH:22]=[CH:21][CH:20]=[CH:19][CH:18]=1.CCN=C=NCCCN(C)C.C1C=CC2N(O)N=NC=2C=1. Given the product [CH2:1]([O:3][C:4]1[CH:5]=[CH:6][C:7]([C:10](=[O:16])[CH2:11][CH2:12][C:13]([NH:33][C:25]2[CH:24]=[C:23]([C:17]3[CH:22]=[CH:21][CH:20]=[CH:19][CH:18]=3)[C:32]3[C:27](=[CH:28][CH:29]=[CH:30][CH:31]=3)[N:26]=2)=[O:15])=[CH:8][CH:9]=1)[CH3:2], predict the reactants needed to synthesize it. (4) The reactants are: Cl.[F:2][C:3]([F:9])([F:8])[O:4][CH2:5][CH2:6][NH2:7].[Br:10][C:11]1[CH:16]=[CH:15][C:14](F)=[C:13]([N+:18]([O-:20])=[O:19])[CH:12]=1.C(N(CC)C(C)C)(C)C. Given the product [Br:10][C:11]1[CH:16]=[CH:15][C:14]([NH:7][CH2:6][CH2:5][O:4][C:3]([F:9])([F:8])[F:2])=[C:13]([N+:18]([O-:20])=[O:19])[CH:12]=1, predict the reactants needed to synthesize it. (5) Given the product [F:12][C:11]1[C:10]([O:13][CH3:14])=[C:9]2[C:4]([C:5](=[O:15])[NH:6][CH:7]=[N:8]2)=[C:3]([C:16]2[CH:21]=[CH:20][C:19]([F:22])=[CH:18][CH:17]=2)[C:2]=1[C:27]1[CH:28]=[CH:29][C:24]([F:23])=[CH:25][CH:26]=1, predict the reactants needed to synthesize it. The reactants are: Br[C:2]1[C:3]([C:16]2[CH:21]=[CH:20][C:19]([F:22])=[CH:18][CH:17]=2)=[C:4]2[C:9](=[C:10]([O:13][CH3:14])[C:11]=1[F:12])[N:8]=[CH:7][NH:6][C:5]2=[O:15].[F:23][C:24]1[CH:29]=[CH:28][C:27](B(O)O)=[CH:26][CH:25]=1.C(=O)([O-])[O-].[Cs+].[Cs+].BrBr. (6) Given the product [Br:14][C:12]1[CH:11]=[CH:10][C:9]([O:15][CH2:16][CH3:17])=[C:8]([C:6]2[N:5]=[CH:4][N:3]=[C:2]([NH:18][C:19]3[CH:24]=[CH:23][C:22]([CH2:25][CH2:26][OH:27])=[CH:21][CH:20]=3)[CH:7]=2)[CH:13]=1, predict the reactants needed to synthesize it. The reactants are: Cl[C:2]1[CH:7]=[C:6]([C:8]2[CH:13]=[C:12]([Br:14])[CH:11]=[CH:10][C:9]=2[O:15][CH2:16][CH3:17])[N:5]=[CH:4][N:3]=1.[NH2:18][C:19]1[CH:24]=[CH:23][C:22]([CH2:25][CH2:26][OH:27])=[CH:21][CH:20]=1. (7) Given the product [ClH:1].[Cl:1][C:2]1[CH:7]=[C:6]([Cl:8])[CH:5]=[CH:4][C:3]=1[C:9]1[O:17][C:16]2[CH:15]=[CH:14][N:13]([C:18]3[CH:19]=[C:20]4[C:24](=[CH:25][CH:26]=3)[N:23]([CH2:27][CH2:28][N:29]3[CH2:30][CH2:31][CH2:32][CH2:33]3)[N:22]=[CH:21]4)[C:12](=[O:34])[C:11]=2[CH:10]=1, predict the reactants needed to synthesize it. The reactants are: [Cl:1][C:2]1[CH:7]=[C:6]([Cl:8])[CH:5]=[CH:4][C:3]=1[C:9]1[O:17][C:16]2[CH:15]=[CH:14][N:13]([C:18]3[CH:19]=[C:20]4[C:24](=[CH:25][CH:26]=3)[N:23]([CH2:27][CH2:28][N:29]3[CH2:33][CH2:32][CH2:31][CH2:30]3)[N:22]=[CH:21]4)[C:12](=[O:34])[C:11]=2[CH:10]=1.Cl.C(OCC)C. (8) Given the product [CH:21]1([NH:20][C:19]([C:9]2[C:8]([NH2:7])=[CH:12][O:11][N:10]=2)=[O:24])[CH2:22][CH2:23]1, predict the reactants needed to synthesize it. The reactants are: C(OC(=O)[NH:7][C:8]1[C:9]([C:19](=[O:24])[NH:20][CH:21]2[CH2:23][CH2:22]2)=[N:10][O:11][C:12]=1C(=O)NC1CC1)(C)(C)C.FC(F)(F)C(O)=O.